From a dataset of Forward reaction prediction with 1.9M reactions from USPTO patents (1976-2016). Predict the product of the given reaction. (1) Given the reactants [CH:1]1([OH:6])[CH2:5][CH2:4][CH2:3][CH2:2]1.[Cl:7][CH2:8][CH2:9][CH2:10][C:11](Cl)=[O:12].O1CC[CH2:16][CH2:15]1.N1C=CC=CC=1, predict the reaction product. The product is: [Cl:7][CH2:8][CH2:9][CH2:10][C:11]([O:6][C:1]1([CH2:15][CH3:16])[CH2:5][CH2:4][CH2:3][CH2:2]1)=[O:12]. (2) Given the reactants [C:1]([NH:8][C@H:9]([C:11]([OH:13])=O)[CH3:10])([O:3][C:4]([CH3:7])([CH3:6])[CH3:5])=[O:2].ON1C2C=CC=CC=2N=N1.C(N(C(CC)C)C(C)C)(C)C.CCN=C=NCCCN(C)C.Cl.[CH3:47][O:48][C:49](=[O:63])[CH2:50][CH:51]([NH2:62])[CH2:52][C:53]1[CH:58]=[C:57]([F:59])[C:56]([F:60])=[CH:55][C:54]=1[F:61], predict the reaction product. The product is: [CH3:47][O:48][C:49](=[O:63])[CH2:50][CH:51]([NH:62][C:11](=[O:13])[CH:9]([NH:8][C:1]([O:3][C:4]([CH3:5])([CH3:6])[CH3:7])=[O:2])[CH3:10])[CH2:52][C:53]1[CH:58]=[C:57]([F:59])[C:56]([F:60])=[CH:55][C:54]=1[F:61]. (3) Given the reactants [N:1]([C:4]1[C:9]2=[CH:10][CH:11]=[C:12]3[C:21]([N:20]=[C:19]4[C:14]([CH:15]=[CH:16][CH:17]=[C:18]4[C:22](O)=[O:23])=[N:13]3)=[C:8]2[CH:7]=[CH:6][CH:5]=1)=[N+:2]=[N-:3].[CH3:25][N:26]([CH3:30])[CH2:27][CH2:28][NH2:29].[CH3:31][O:32][C:33]([C:35]1[C:40]2=[CH:41][CH:42]=[C:43]3[C:52]([N:51]=[C:50]4[C:45]([CH:46]=[CH:47][CH:48]=[C:49]4[C:53](O)=[O:54])=[N:44]3)=[C:39]2[CH:38]=[CH:37][CH:36]=1)=[O:34], predict the reaction product. The product is: [CH3:25][N:26]([CH3:30])[CH2:27][CH2:28][NH:29][C:22]([C:18]1[C:19]2[C:14](=[N:13][C:12]3[C:21]([N:20]=2)=[C:8]2[CH:7]=[CH:6][CH:5]=[C:4]([N:1]=[N+:2]=[N-:3])[C:9]2=[CH:10][CH:11]=3)[CH:15]=[CH:16][CH:17]=1)=[O:23].[CH3:31][O:32][C:33]([C:35]1[C:40]2=[CH:41][CH:42]=[C:43]3[C:52]([N:51]=[C:50]4[C:45]([CH:46]=[CH:47][CH:48]=[C:49]4[C:53](=[O:54])[NH:29][CH2:28][CH2:27][N:26]([CH3:30])[CH3:25])=[N:44]3)=[C:39]2[CH:38]=[CH:37][CH:36]=1)=[O:34]. (4) Given the reactants [N:1](C1CC(CN=C=O)(C)CC(C)(C)C1)=C=O.[C:17]([O-:30])(=[O:29])[CH2:18][CH2:19]CCCCCCCCC.[C:17]([O-:30])(=[O:29])[CH2:18][CH2:19]CCCCCCCCC.C([Sn+2]CCCC)CCC.O[CH2:55][CH2:56][O:57][C:58](=[O:61])C=C.COC1C=CC(O)=CC=1.IN=C=O, predict the reaction product. The product is: [C:17]([OH:30])(=[O:29])[CH:18]=[CH2:19].[NH2:1][C:58]([O:57][CH2:56][CH3:55])=[O:61]. (5) The product is: [N:35]1[CH:40]=[CH:39][CH:38]=[C:37]([NH:41][C:18]([C:17]2[N:16]=[CH:15][N:12]3[CH:13]=[CH:14][C:9]([C:4]4[CH:5]=[CH:6][CH:7]=[CH:8][C:3]=4[C:2]([F:22])([F:21])[F:1])=[N:10][C:11]=23)=[O:20])[CH:36]=1. Given the reactants [F:1][C:2]([F:22])([F:21])[C:3]1[CH:8]=[CH:7][CH:6]=[CH:5][C:4]=1[C:9]1[CH:14]=[CH:13][N:12]2[CH:15]=[N:16][C:17]([C:18]([OH:20])=O)=[C:11]2[N:10]=1.C(Cl)(=O)C(Cl)=O.N1C=CC=CC=1.[N:35]1[CH:40]=[CH:39][CH:38]=[C:37]([NH2:41])[CH:36]=1, predict the reaction product. (6) Given the reactants Br[CH2:2][CH2:3][CH2:4][C:5]1[CH:10]=[CH:9][C:8]([C:11]2[CH:16]=[CH:15][C:14]([C:17]([O:19][CH2:20][CH3:21])=[O:18])=[CH:13][CH:12]=2)=[CH:7][C:6]=1[C:22]1[CH:27]=[CH:26][C:25]([N:28]([CH2:31][CH3:32])[CH2:29][CH3:30])=[C:24]([C:33]([CH3:36])([CH3:35])[CH3:34])[CH:23]=1.[C:37]1(=[O:47])[C:45]2[C:40](=[CH:41][CH:42]=[CH:43][CH:44]=2)[C:39](=[O:46])[NH:38]1.C(=O)([O-])[O-].[K+].[K+].Cl, predict the reaction product. The product is: [C:33]([C:24]1[CH:23]=[C:22]([C:6]2[CH:7]=[C:8]([C:11]3[CH:16]=[CH:15][C:14]([C:17]([O:19][CH2:20][CH3:21])=[O:18])=[CH:13][CH:12]=3)[CH:9]=[CH:10][C:5]=2[CH2:4][CH2:3][CH2:2][N:38]2[C:39](=[O:46])[C:40]3[C:45](=[CH:44][CH:43]=[CH:42][CH:41]=3)[C:37]2=[O:47])[CH:27]=[CH:26][C:25]=1[N:28]([CH2:29][CH3:30])[CH2:31][CH3:32])([CH3:36])([CH3:35])[CH3:34].